This data is from Full USPTO retrosynthesis dataset with 1.9M reactions from patents (1976-2016). The task is: Predict the reactants needed to synthesize the given product. (1) Given the product [S:21]([C:18]1[CH:19]=[CH:20][C:15]([CH3:25])=[CH:16][CH:17]=1)([OH:24])(=[O:23])=[O:22].[F:1][C:2]1[CH:3]=[C:4]([CH:5]=[C:6]([C:8]([F:9])([F:10])[F:11])[CH:7]=1)[CH2:12][CH2:13][NH2:14], predict the reactants needed to synthesize it. The reactants are: [F:1][C:2]1[CH:3]=[C:4]([CH2:12][C:13]#[N:14])[CH:5]=[C:6]([C:8]([F:11])([F:10])[F:9])[CH:7]=1.[C:15]1([CH3:25])[CH:20]=[CH:19][C:18]([S:21]([OH:24])(=[O:23])=[O:22])=[CH:17][CH:16]=1. (2) Given the product [C:1]([O:5][C:6]([N:8]1[CH2:11][CH:10]([O:12][C:13]2[CH:18]=[C:17]([Cl:19])[CH:16]=[C:15]([F:20])[C:14]=2[OH:31])[CH2:9]1)=[O:7])([CH3:4])([CH3:3])[CH3:2], predict the reactants needed to synthesize it. The reactants are: [C:1]([O:5][C:6]([N:8]1[CH2:11][CH:10]([O:12][C:13]2[CH:18]=[C:17]([Cl:19])[CH:16]=[C:15]([F:20])[C:14]=2C=O)[CH2:9]1)=[O:7])([CH3:4])([CH3:3])[CH3:2].C1C=C(Cl)C=C(C(OO)=[O:31])C=1.S(=O)(O)[O-].[Na+]. (3) Given the product [CH3:1][O:3][C:4](=[O:29])[CH2:5][CH2:6][CH2:7][O:8][C:9]1[CH:14]=[CH:13][CH:12]=[C:11]([CH2:15][CH2:16][CH2:17][CH2:18][CH2:19][C:20]#[CH:30])[C:10]=1[CH2:22][CH2:23][C:24]([O:26][CH3:27])=[O:25], predict the reactants needed to synthesize it. The reactants are: [CH2:1]([O:3][C:4](=[O:29])[CH2:5][CH2:6][CH2:7][O:8][C:9]1[CH:14]=[CH:13][CH:12]=[C:11]([CH2:15][CH2:16][CH2:17][CH2:18][CH2:19][CH:20]=O)[C:10]=1[CH2:22][CH2:23][C:24]([O:26][CH2:27]C)=[O:25])C.[C:30](=O)([O-])[O-].[K+].[K+].C/C(/[O-])=C(/P(OC)(OC)=O)\[N+]#N.